Dataset: Catalyst prediction with 721,799 reactions and 888 catalyst types from USPTO. Task: Predict which catalyst facilitates the given reaction. (1) Reactant: [C:1]([C:5]1[CH:10]=[CH:9][C:8]([C:11](=[O:29])[CH2:12][C:13](=O)[CH2:14][CH2:15][CH2:16][N:17]2[C:25](=[O:26])[C:24]3[C:19](=[CH:20][CH:21]=[CH:22][CH:23]=3)[C:18]2=[O:27])=[CH:7][CH:6]=1)([CH3:4])([CH3:3])[CH3:2].C([O-])(=O)C.[NH4+:34].C(O)(=O)C. Product: [NH2:34]/[C:13](=[CH:12]\[C:11]([C:8]1[CH:9]=[CH:10][C:5]([C:1]([CH3:4])([CH3:3])[CH3:2])=[CH:6][CH:7]=1)=[O:29])/[CH2:14][CH2:15][CH2:16][N:17]1[C:25](=[O:26])[C:24]2[C:19](=[CH:20][CH:21]=[CH:22][CH:23]=2)[C:18]1=[O:27]. The catalyst class is: 93. (2) Reactant: Cl.[Cl:2][C:3]1[CH:4]=[C:5]2[C:9](=[CH:10][CH:11]=1)[NH:8][CH:7]=[C:6]2[CH2:12][CH2:13][NH2:14].[CH3:15][C:16]1[O:20][N:19]=[C:18]([C:21]2[CH:26]=[CH:25][CH:24]=[CH:23][CH:22]=2)[C:17]=1[C:27](Cl)=[O:28].C(N(CC)CC)C.C(OCC)(=O)C. Product: [Cl:2][C:3]1[CH:4]=[C:5]2[C:9](=[CH:10][CH:11]=1)[NH:8][CH:7]=[C:6]2[CH2:12][CH2:13][NH:14][C:27]([C:17]1[C:18]([C:21]2[CH:26]=[CH:25][CH:24]=[CH:23][CH:22]=2)=[N:19][O:20][C:16]=1[CH3:15])=[O:28]. The catalyst class is: 4. (3) Reactant: [CH2:1]1[CH:5]2[CH2:6][NH:7][CH2:8][CH:4]2[CH2:3][N:2]1[C:9]1[CH:14]=[C:13]([O:15][CH3:16])[N:12]=[C:11]([N:17]([CH3:19])[CH3:18])[N:10]=1.[N:20]1[N:21]([C:25]2[CH:33]=[CH:32][CH:31]=[CH:30][C:26]=2[C:27](O)=[O:28])[N:22]=[CH:23][CH:24]=1.CN(C(ON1N=NC2C=CC=NC1=2)=[N+](C)C)C.F[P-](F)(F)(F)(F)F.CCN(C(C)C)C(C)C. Product: [CH3:16][O:15][C:13]1[CH:14]=[C:9]([N:2]2[CH2:3][CH:4]3[CH:5]([CH2:6][N:7]([C:27]([C:26]4[CH:30]=[CH:31][CH:32]=[CH:33][C:25]=4[N:21]4[N:22]=[CH:23][CH:24]=[N:20]4)=[O:28])[CH2:8]3)[CH2:1]2)[N:10]=[C:11]([N:17]([CH3:18])[CH3:19])[N:12]=1. The catalyst class is: 399. (4) Reactant: C(S[C:4]1[S:8][CH:7]=[N:6][C:5]=1[C:9]1[N:21]([CH3:22])[C:12]2[CH:13]=[N:14][C:15]([C:17]([F:20])([F:19])[F:18])=[CH:16][C:11]=2[N:10]=1)C.[CH:23]1C=C(Cl)C=C(C(OO)=O)[CH:24]=1.C([O-])([O-])=O.[Na+].[Na+].[O-:40][S:41]([O-:43])=O.[Na+].[Na+]. Product: [CH2:23]([S:41]([C:4]1[S:8][CH:7]=[N:6][C:5]=1[C:9]1[N:21]([CH3:22])[C:12]2[CH:13]=[N:14][C:15]([C:17]([F:20])([F:18])[F:19])=[CH:16][C:11]=2[N:10]=1)(=[O:43])=[O:40])[CH3:24]. The catalyst class is: 46. (5) Reactant: [CH2:1]([O:4][C@H:5]1[CH2:9][N:8]([C:10]([O:12][C:13]([CH3:16])([CH3:15])[CH3:14])=[O:11])[C@@H:7]([C@H:17]2[O:21][C:20]([CH3:23])([CH3:22])[N:19](C(OCC3C=CC=CC=3)=O)[C@H:18]2[CH2:34][C:35]2[CH:40]=[CH:39][CH:38]=[CH:37][CH:36]=2)[CH2:6]1)[CH:2]=[CH2:3]. Product: [CH2:34]([C@H:18]1[C@@H:17]([C@H:7]2[CH2:6][C@@H:5]([O:4][CH2:1][CH2:2][CH3:3])[CH2:9][N:8]2[C:10]([O:12][C:13]([CH3:16])([CH3:15])[CH3:14])=[O:11])[O:21][C:20]([CH3:22])([CH3:23])[NH:19]1)[C:35]1[CH:40]=[CH:39][CH:38]=[CH:37][CH:36]=1. The catalyst class is: 13. (6) Reactant: [CH3:1][C:2]1([CH3:30])[C:14]2[CH:13]=[C:12]([NH:15][C:16]3[CH:17]=[CH:18][C:19]4[CH:20]=[CH:21][C:22]5[C:27]([C:28]=4[CH:29]=3)=[CH:26][CH:25]=[CH:24][CH:23]=5)[CH:11]=[CH:10][C:9]=2[C:8]2[C:3]1=[CH:4][CH:5]=[CH:6][CH:7]=2.Br[C:32]1[C:44]2[C:43]3[C:38](=[CH:39][CH:40]=[CH:41][CH:42]=3)[C:37]([C:51]3[CH:56]=[CH:55][CH:54]=[CH:53][CH:52]=3)([C:45]3[CH:50]=[CH:49][CH:48]=[CH:47][CH:46]=3)[C:36]=2[CH:35]=[CH:34][CH:33]=1.C(P(C(C)(C)C)C(C)(C)C)(C)(C)C.CC(C)([O-])C.[Na+]. Product: [CH3:1][C:2]1([CH3:30])[C:14]2[CH:13]=[C:12]([N:15]([C:32]3[C:44]4[C:43]5[C:38](=[CH:39][CH:40]=[CH:41][CH:42]=5)[C:37]([C:51]5[CH:52]=[CH:53][CH:54]=[CH:55][CH:56]=5)([C:45]5[CH:46]=[CH:47][CH:48]=[CH:49][CH:50]=5)[C:36]=4[CH:35]=[CH:34][CH:33]=3)[C:16]3[CH:17]=[CH:18][C:19]4[CH:20]=[CH:21][C:22]5[C:27]([C:28]=4[CH:29]=3)=[CH:26][CH:25]=[CH:24][CH:23]=5)[CH:11]=[CH:10][C:9]=2[C:8]2[C:3]1=[CH:4][CH:5]=[CH:6][CH:7]=2. The catalyst class is: 164.